This data is from Catalyst prediction with 721,799 reactions and 888 catalyst types from USPTO. The task is: Predict which catalyst facilitates the given reaction. Reactant: [H-].[Na+].[CH3:3][O:4][C:5]([CH2:7]P(OC)(OC)=O)=[O:6].[C:14]1(=O)[CH2:17][CH2:16][CH2:15]1.[Cl-].[NH4+]. Product: [C:14]1(=[CH:7][C:5]([O:4][CH3:3])=[O:6])[CH2:17][CH2:16][CH2:15]1. The catalyst class is: 7.